The task is: Predict which catalyst facilitates the given reaction.. This data is from Catalyst prediction with 721,799 reactions and 888 catalyst types from USPTO. (1) Reactant: [Li+].[OH-].C[O:4][C:5](=[O:24])[CH2:6][N:7]1[CH:11]=[C:10]([C:12]2[CH:17]=[CH:16][CH:15]=[C:14]([S:18]([CH3:21])(=[O:20])=[O:19])[CH:13]=2)[C:9]([C:22]#[N:23])=[CH:8]1.C1COCC1.Cl. Product: [C:22]([C:9]1[C:10]([C:12]2[CH:17]=[CH:16][CH:15]=[C:14]([S:18]([CH3:21])(=[O:19])=[O:20])[CH:13]=2)=[CH:11][N:7]([CH2:6][C:5]([OH:24])=[O:4])[CH:8]=1)#[N:23]. The catalyst class is: 34. (2) Product: [F:1][C:2]1[CH:7]=[C:6]([N+:8]([O-:10])=[O:9])[CH:5]=[CH:4][C:3]=1[O:11][CH:2]1[CH2:7][CH2:6][N:39]([C:40]([O:42][CH2:43][C:25]2[CH:26]=[CH:27][CH:28]=[CH:29][CH:30]=2)=[O:41])[CH2:4][CH2:3]1. Reactant: [F:1][C:2]1[CH:7]=[C:6]([N+:8]([O-:10])=[O:9])[CH:5]=[CH:4][C:3]=1[OH:11].[C:25]1(P([C:25]2[CH:30]=[CH:29][CH:28]=[CH:27][CH:26]=2)[C:25]2[CH:30]=[CH:29][CH:28]=[CH:27][CH:26]=2)[CH:30]=[CH:29][CH:28]=[CH:27][CH:26]=1.C[C:43]([O:42][C:40](/[N:39]=[N:39]/[C:40]([O:42][C:43](C)(C)C)=[O:41])=[O:41])(C)C. The catalyst class is: 158.